From a dataset of Full USPTO retrosynthesis dataset with 1.9M reactions from patents (1976-2016). Predict the reactants needed to synthesize the given product. Given the product [Br:14][C:15]1[CH:24]=[CH:23][C:22]([S:25](=[O:27])(=[O:26])[N:7]([C:6]2[CH:12]=[CH:13][C:3]([CH2:1][CH3:2])=[CH:4][CH:5]=2)[CH2:8][CH:9]([CH3:10])[CH3:11])=[CH:21][C:16]=1[C:17]([O:19][CH3:20])=[O:18], predict the reactants needed to synthesize it. The reactants are: [CH2:1]([C:3]1[CH:13]=[CH:12][C:6]([NH:7][CH2:8][CH:9]([CH3:11])[CH3:10])=[CH:5][CH:4]=1)[CH3:2].[Br:14][C:15]1[CH:24]=[CH:23][C:22]([S:25](Cl)(=[O:27])=[O:26])=[CH:21][C:16]=1[C:17]([O:19][CH3:20])=[O:18].